From a dataset of Full USPTO retrosynthesis dataset with 1.9M reactions from patents (1976-2016). Predict the reactants needed to synthesize the given product. (1) Given the product [Br:1][C:2]1[CH:10]=[CH:9][C:5]([C:6]([OH:8])=[O:7])=[C:4]([NH:18][CH:12]2[CH2:17][CH2:16][CH2:15][CH2:14][CH2:13]2)[CH:3]=1, predict the reactants needed to synthesize it. The reactants are: [Br:1][C:2]1[CH:10]=[CH:9][C:5]([C:6]([OH:8])=[O:7])=[C:4](F)[CH:3]=1.[CH:12]1([NH2:18])[CH2:17][CH2:16][CH2:15][CH2:14][CH2:13]1.C(OCC)(=O)C.Cl. (2) The reactants are: Cl[CH2:2][C:3]([NH:5][C:6]1[CH:26]=[CH:25][C:9]2[N:10]=[C:11]([NH:14][CH:15]3[C:24]4[C:19](=[CH:20][CH:21]=[CH:22][CH:23]=4)[O:18][CH2:17][CH2:16]3)[O:12][CH2:13][C:8]=2[CH:7]=1)=[O:4].[CH3:27][N:28]1[CH2:33][CH2:32][NH:31][CH2:30][CH2:29]1. Given the product [O:18]1[C:19]2[C:24](=[CH:23][CH:22]=[CH:21][CH:20]=2)[CH:15]([NH:14][C:11]2[O:12][CH2:13][C:8]3[CH:7]=[C:6]([NH:5][C:3](=[O:4])[CH2:2][N:31]4[CH2:32][CH2:33][N:28]([CH3:27])[CH2:29][CH2:30]4)[CH:26]=[CH:25][C:9]=3[N:10]=2)[CH2:16][CH2:17]1, predict the reactants needed to synthesize it. (3) Given the product [Cl:32][C:4]1[N:3]=[C:2]([NH:37][C:36]2[CH:38]=[CH:39][CH:40]=[CH:41][C:35]=2[O:34][CH3:33])[C:7]2[C:8]([O:30][CH3:31])=[N:9][N:10]([C:11]([C:18]3[CH:23]=[CH:22][CH:21]=[CH:20][CH:19]=3)([C:24]3[CH:25]=[CH:26][CH:27]=[CH:28][CH:29]=3)[C:12]3[CH:13]=[CH:14][CH:15]=[CH:16][CH:17]=3)[C:6]=2[CH:5]=1, predict the reactants needed to synthesize it. The reactants are: Cl[C:2]1[C:7]2[C:8]([O:30][CH3:31])=[N:9][N:10]([C:11]([C:24]3[CH:29]=[CH:28][CH:27]=[CH:26][CH:25]=3)([C:18]3[CH:23]=[CH:22][CH:21]=[CH:20][CH:19]=3)[C:12]3[CH:17]=[CH:16][CH:15]=[CH:14][CH:13]=3)[C:6]=2[CH:5]=[C:4]([Cl:32])[N:3]=1.[CH3:33][O:34][C:35]1[CH:41]=[CH:40][CH:39]=[CH:38][C:36]=1[NH2:37].CC(C)([O-])C.[K+]. (4) Given the product [Cl:12][C:13]1[C:14]([CH3:22])=[CH:15][C:16]2[O:23][N:19]=[C:18]([NH2:8])[C:17]=2[CH:20]=1, predict the reactants needed to synthesize it. The reactants are: C([O-])(C)(C)C.[K+].O[NH:8]C(=O)C.[Cl:12][C:13]1[C:14]([CH3:22])=[CH:15][C:16](F)=[C:17]([CH:20]=1)[C:18]#[N:19].[OH2:23]. (5) Given the product [CH3:15][S:13](=[N:16][C:17](=[O:21])[O:18][CH2:19][CH3:20])(=[O:14])[CH2:12][C:11]1[CH:22]=[CH:23][CH:24]=[C:9]([NH:8][C:4]2[N:3]=[C:2]([C:27]3[CH:28]=[CH:29][CH:30]=[CH:31][C:26]=3[O:25][C:32]3[CH:33]=[CH:34][CH:35]=[CH:36][CH:37]=3)[N:7]=[CH:6][N:5]=2)[CH:10]=1, predict the reactants needed to synthesize it. The reactants are: Cl[C:2]1[N:7]=[CH:6][N:5]=[C:4]([NH:8][C:9]2[CH:10]=[C:11]([CH:22]=[CH:23][CH:24]=2)[CH2:12][S:13](=[N:16][C:17](=[O:21])[O:18][CH2:19][CH3:20])([CH3:15])=[O:14])[N:3]=1.[O:25]([C:32]1[CH:37]=[CH:36][CH:35]=[CH:34][C:33]=1B(O)O)[C:26]1[CH:31]=[CH:30][CH:29]=[CH:28][CH:27]=1. (6) Given the product [C:26]([O:30][C:31](=[O:32])[NH:33][CH2:34][C:35](=[O:36])[NH:1][C:2]1[CH:7]=[CH:6][CH:5]=[C:4]([NH:8][C:9](=[O:25])[C:10]([N:12]2[CH2:17][CH2:16][CH:15]([CH2:18][C:19]3[CH:20]=[CH:21][CH:22]=[CH:23][CH:24]=3)[CH2:14][CH2:13]2)=[O:11])[CH:3]=1)([CH3:29])([CH3:27])[CH3:28], predict the reactants needed to synthesize it. The reactants are: [NH2:1][C:2]1[CH:3]=[C:4]([NH:8][C:9](=[O:25])[C:10]([N:12]2[CH2:17][CH2:16][CH:15]([CH2:18][C:19]3[CH:24]=[CH:23][CH:22]=[CH:21][CH:20]=3)[CH2:14][CH2:13]2)=[O:11])[CH:5]=[CH:6][CH:7]=1.[C:26]([O:30][C:31]([NH:33][CH2:34][C:35](O)=[O:36])=[O:32])([CH3:29])([CH3:28])[CH3:27]. (7) Given the product [Cl:21][C:20]1[C:15]2[CH2:14][CH2:13][O:12][C@@H:11]([CH2:10][CH2:9][OH:8])[C:16]=2[CH:17]=[CH:18][C:19]=1[C:22]([NH2:23])=[O:24], predict the reactants needed to synthesize it. The reactants are: [Si]([O:8][CH2:9][CH2:10][C@H:11]1[C:16]2[CH:17]=[CH:18][C:19]([C:22]#[N:23])=[C:20]([Cl:21])[C:15]=2[CH2:14][CH2:13][O:12]1)(C(C)(C)C)(C)C.[OH-:24].[Na+].OO.[F-].C([N+](CCCC)(CCCC)CCCC)CCC.